Task: Predict the reactants needed to synthesize the given product.. Dataset: Full USPTO retrosynthesis dataset with 1.9M reactions from patents (1976-2016) (1) Given the product [NH2:8][C:5]1[CH:6]=[CH:7][C:2]([Cl:1])=[C:3]([C:11]2[CH:20]=[CH:19][C:14]([C:15]([O:17][CH3:18])=[O:16])=[CH:13][N:12]=2)[CH:4]=1, predict the reactants needed to synthesize it. The reactants are: [Cl:1][C:2]1[CH:7]=[CH:6][C:5]([N+:8]([O-])=O)=[CH:4][C:3]=1[C:11]1[CH:20]=[CH:19][C:14]([C:15]([O:17][CH3:18])=[O:16])=[CH:13][N:12]=1.[Sn](Cl)Cl.Cl. (2) Given the product [CH2:19]([O:7][C:6](=[O:8])[C:5]1[CH:9]=[CH:10][C:2]([Cl:1])=[C:3]([N+:11]([O-:13])=[O:12])[CH:4]=1)[CH3:20], predict the reactants needed to synthesize it. The reactants are: [Cl:1][C:2]1[CH:10]=[CH:9][C:5]([C:6]([OH:8])=[O:7])=[CH:4][C:3]=1[N+:11]([O-:13])=[O:12].S(=O)(=O)(O)O.[CH2:19](O)[CH3:20]. (3) Given the product [CH:1]1([O:6][C:7](=[O:31])[C@@H:8]([N:15]([C:16]([O:18][C:19]([CH3:22])([CH3:21])[CH3:20])=[O:17])[CH2:23][C:24]2[CH:29]=[CH:28][CH:27]=[C:26]([NH:30][CH2:52][C:49]3[CH:50]=[CH:51][C:45]4[CH:44]=[C:43]([C:41](=[O:42])[NH:40][O:39][CH:37]([O:36][CH2:32][CH:33]([CH3:34])[CH3:35])[CH3:38])[S:47][C:46]=4[CH:48]=3)[CH:25]=2)[C:9]2[CH:14]=[CH:13][CH:12]=[CH:11][CH:10]=2)[CH2:5][CH2:4][CH2:3][CH2:2]1, predict the reactants needed to synthesize it. The reactants are: [CH:1]1([O:6][C:7](=[O:31])[C@@H:8]([N:15]([CH2:23][C:24]2[CH:29]=[CH:28][CH:27]=[C:26]([NH2:30])[CH:25]=2)[C:16]([O:18][C:19]([CH3:22])([CH3:21])[CH3:20])=[O:17])[C:9]2[CH:14]=[CH:13][CH:12]=[CH:11][CH:10]=2)[CH2:5][CH2:4][CH2:3][CH2:2]1.[CH2:32]([O:36][CH:37]([O:39][NH:40][C:41]([C:43]1[S:47][C:46]2[CH:48]=[C:49]([CH:52]=O)[CH:50]=[CH:51][C:45]=2[CH:44]=1)=[O:42])[CH3:38])[CH:33]([CH3:35])[CH3:34].C(O[BH-](OC(=O)C)OC(=O)C)(=O)C.[Na+].C(Cl)Cl. (4) Given the product [ClH:32].[NH2:7][C@H:8]1[CH2:9][CH2:10][C@H:11]([NH:14][C:15](=[O:16])[C:17]2[CH:22]=[CH:21][C:20]([C:23]3[CH:28]=[CH:27][CH:26]=[C:25]([F:29])[CH:24]=3)=[N:19][CH:18]=2)[CH2:12][CH2:13]1, predict the reactants needed to synthesize it. The reactants are: C(OC(=O)[NH:7][C@H:8]1[CH2:13][CH2:12][C@@H:11]([NH:14][C:15]([C:17]2[CH:18]=[N:19][C:20]([C:23]3[CH:28]=[CH:27][CH:26]=[C:25]([F:29])[CH:24]=3)=[CH:21][CH:22]=2)=[O:16])[CH2:10][CH2:9]1)(C)(C)C.O.[ClH:32]. (5) Given the product [CH:21]1([CH2:24][N:25]([CH2:26][C:27]2[NH:28][C:29](=[O:38])[C:30]3[CH2:37][CH2:36][CH2:35][CH2:34][CH2:33][C:31]=3[N:32]=2)[C:16](=[O:18])[CH2:15][N:12]2[CH2:11][CH2:10][CH:9]([C:7](=[O:8])[C:6]3[CH:5]=[CH:4][C:3]([O:2][CH3:1])=[CH:20][CH:19]=3)[CH2:14][CH2:13]2)[CH2:23][CH2:22]1, predict the reactants needed to synthesize it. The reactants are: [CH3:1][O:2][C:3]1[CH:20]=[CH:19][C:6]([C:7]([CH:9]2[CH2:14][CH2:13][N:12]([CH2:15][C:16]([OH:18])=O)[CH2:11][CH2:10]2)=[O:8])=[CH:5][CH:4]=1.[CH:21]1([CH2:24][NH:25][CH2:26][C:27]2[NH:28][C:29](=[O:38])[C:30]3[CH2:37][CH2:36][CH2:35][CH2:34][CH2:33][C:31]=3[N:32]=2)[CH2:23][CH2:22]1. (6) Given the product [NH2:13][C:12]1[N:8]([C:4]2[CH:5]=[CH:6][CH:7]=[C:2]([Br:1])[CH:3]=2)[N:9]=[C:10]([C:20]([O:22][CH2:23][CH3:24])=[O:21])[C:11]=1[CH:18]=[O:19], predict the reactants needed to synthesize it. The reactants are: [Br:1][C:2]1[CH:3]=[C:4]([N:8]2[C:12](/[N:13]=C/N(C)C)=[C:11]([CH:18]=[O:19])[C:10]([C:20]([O:22][CH2:23][CH3:24])=[O:21])=[N:9]2)[CH:5]=[CH:6][CH:7]=1.Cl.O.